Task: Predict the reaction yield, written as a fraction of the theoretical maximum amount of product (1.0 means a 100% yield; for example, 0.34 means a 34% yield).. Dataset: Reaction yield outcomes from USPTO patents with 853,638 reactions The reactants are C([NH:4][C:5]1[N:6]=[C:7]2[CH:12]=[CH:11][C:10]([O:13][C:14]3[CH:15]=[CH:16][C:17]([CH3:30])=[C:18]([NH:20][C:21]([C:23]4[N:27]([CH3:28])[N:26]=[C:25]([CH3:29])[CH:24]=4)=[O:22])[CH:19]=3)=[N:9][N:8]2[CH:31]=1)(=O)C.[ClH:32].C(OCC)(=O)C. The catalyst is CO. The product is [ClH:32].[NH2:4][C:5]1[N:6]=[C:7]2[CH:12]=[CH:11][C:10]([O:13][C:14]3[CH:15]=[CH:16][C:17]([CH3:30])=[C:18]([NH:20][C:21]([C:23]4[N:27]([CH3:28])[N:26]=[C:25]([CH3:29])[CH:24]=4)=[O:22])[CH:19]=3)=[N:9][N:8]2[CH:31]=1. The yield is 0.780.